This data is from Full USPTO retrosynthesis dataset with 1.9M reactions from patents (1976-2016). The task is: Predict the reactants needed to synthesize the given product. The reactants are: [CH2:1]([O:3][C:4]([C@@H:6]([NH:10][C@H:11]([C:13]([OH:15])=O)[CH3:12])[CH2:7][CH2:8][CH3:9])=[O:5])[CH3:2].Cl.P(Cl)(Cl)(Cl)(Cl)[Cl:18]. Given the product [CH2:1]([O:3][C:4]([C@@H:6]([NH:10][C@H:11]([C:13]([Cl:18])=[O:15])[CH3:12])[CH2:7][CH2:8][CH3:9])=[O:5])[CH3:2], predict the reactants needed to synthesize it.